Dataset: Full USPTO retrosynthesis dataset with 1.9M reactions from patents (1976-2016). Task: Predict the reactants needed to synthesize the given product. Given the product [Cl:1][C:2]1[CH:3]=[C:4]2[C:9](=[CH:10][C:11]=1[C:12]([N:67]1[CH2:68][CH2:69][C:64](=[O:63])[CH2:65][CH2:66]1)=[O:13])[N:8]=[CH:7][N:6]=[C:5]2[NH:15][CH:16]([C:18]1[NH:22][C:21]2[CH:23]=[CH:24][C:25]([Cl:27])=[CH:26][C:20]=2[N:19]=1)[CH3:17], predict the reactants needed to synthesize it. The reactants are: [Cl:1][C:2]1[CH:3]=[C:4]2[C:9](=[CH:10][C:11]=1[C:12](O)=[O:13])[N:8]=[CH:7][N:6]=[C:5]2[NH:15][CH:16]([C:18]1[NH:22][C:21]2[CH:23]=[CH:24][C:25]([Cl:27])=[CH:26][C:20]=2[N:19]=1)[CH3:17].FC1C(OC(N(C)C)=[N+](C)C)=C(F)C(F)=C(F)C=1F.F[P-](F)(F)(F)(F)F.C(N(C(C)C)CC)(C)C.[O:63]=[C:64]1[CH2:69][CH2:68][NH:67][CH2:66][CH2:65]1.